From a dataset of Peptide-MHC class I binding affinity with 185,985 pairs from IEDB/IMGT. Regression. Given a peptide amino acid sequence and an MHC pseudo amino acid sequence, predict their binding affinity value. This is MHC class I binding data. (1) The peptide sequence is MNTPWRNPA. The MHC is Mamu-B8301 with pseudo-sequence Mamu-B8301. The binding affinity (normalized) is 0.132. (2) The peptide sequence is KMHDVIAPA. The MHC is HLA-A02:01 with pseudo-sequence HLA-A02:01. The binding affinity (normalized) is 0.910. (3) The peptide sequence is MRMLWMANY. The MHC is HLA-A02:01 with pseudo-sequence HLA-A02:01. The binding affinity (normalized) is 0.213. (4) The peptide sequence is YVDGFKPNGC. The MHC is HLA-A26:01 with pseudo-sequence HLA-A26:01. The binding affinity (normalized) is 0. (5) The peptide sequence is FVNRYGVAY. The binding affinity (normalized) is 0.0847. The MHC is HLA-B57:01 with pseudo-sequence HLA-B57:01. (6) The peptide sequence is PSKKHWLGK. The MHC is HLA-B57:01 with pseudo-sequence HLA-B57:01. The binding affinity (normalized) is 0.0847. (7) The binding affinity (normalized) is 0.446. The peptide sequence is SELAKGVAL. The MHC is HLA-B45:01 with pseudo-sequence HLA-B45:01.